Dataset: Reaction yield outcomes from USPTO patents with 853,638 reactions. Task: Predict the reaction yield, written as a fraction of the theoretical maximum amount of product (1.0 means a 100% yield; for example, 0.34 means a 34% yield). (1) The reactants are Br[C:2]1[CH:7]=[CH:6][C:5]([Br:8])=[CH:4][N:3]=1.[Li]CCCC.[O:14]=[C:15]1[CH2:20][CH2:19][N:18]([C:21]([O:23][C:24]([CH3:27])([CH3:26])[CH3:25])=[O:22])[CH2:17][CH2:16]1. The catalyst is C1(C)C=CC=CC=1. The product is [Br:8][C:5]1[CH:6]=[CH:7][C:2]([C:15]2([OH:14])[CH2:16][CH2:17][N:18]([C:21]([O:23][C:24]([CH3:26])([CH3:25])[CH3:27])=[O:22])[CH2:19][CH2:20]2)=[N:3][CH:4]=1. The yield is 0.420. (2) The reactants are [CH3:1][C:2]1[CH:3]=[C:4]2[CH:10]=[N:9][NH:8][C:5]2=[CH:6][N:7]=1.[I:11]I.[OH-].[K+]. The catalyst is CN(C=O)C.C(OCC)(=O)C. The product is [I:11][C:10]1[C:4]2[C:5](=[CH:6][N:7]=[C:2]([CH3:1])[CH:3]=2)[NH:8][N:9]=1. The yield is 0.560. (3) The reactants are [CH2:1]([O:3][C:4]([C:6]1[C:17](=[O:18])[N:16]([CH:19]2[CH2:23][CH2:22][CH2:21][CH2:20]2)[C:9]2[N:10]=[C:11]([S:14][CH3:15])[N:12]=[CH:13][C:8]=2[C:7]=1[CH3:24])=[O:5])[CH3:2].C1(S(N2C(C3C=CC=CC=3)O2)(=O)=[O:32])C=CC=CC=1. The catalyst is C(Cl)Cl. The product is [CH2:1]([O:3][C:4]([C:6]1[C:17](=[O:18])[N:16]([CH:19]2[CH2:23][CH2:22][CH2:21][CH2:20]2)[C:9]2[N:10]=[C:11]([S:14]([CH3:15])=[O:32])[N:12]=[CH:13][C:8]=2[C:7]=1[CH3:24])=[O:5])[CH3:2]. The yield is 0.757. (4) The reactants are [C:1]([O:5][C:6](=[O:19])[N:7]([CH2:9][C:10]1[CH:15]=[CH:14][C:13]([Cl:16])=[C:12]([CH2:17][OH:18])[CH:11]=1)[CH3:8])([CH3:4])([CH3:3])[CH3:2]. The catalyst is CC#N.O=[Mn]=O. The product is [C:1]([O:5][C:6](=[O:19])[N:7]([CH2:9][C:10]1[CH:15]=[CH:14][C:13]([Cl:16])=[C:12]([CH:17]=[O:18])[CH:11]=1)[CH3:8])([CH3:4])([CH3:2])[CH3:3]. The yield is 0.870. (5) The reactants are [Br:1][C:2]1[CH:3]=[C:4]([CH3:12])[C:5]([F:11])=[C:6]([B:8]([OH:10])[OH:9])[CH:7]=1.[CH3:13][N:14]([CH2:19][C:20](O)=[O:21])[CH2:15][C:16](O)=[O:17].C1(C)C=CC=CC=1.CS(C)=O. The catalyst is O. The product is [Br:1][C:2]1[CH:3]=[C:4]([CH3:12])[C:5]([F:11])=[C:6]([B:8]2[O:10][C:20](=[O:21])[CH2:19][N:14]([CH3:13])[CH2:15][C:16](=[O:17])[O:9]2)[CH:7]=1. The yield is 0.860. (6) The reactants are [C:1]([C:4]1[CH:9]=[CH:8][C:7]([S:10]([NH:13][CH2:14][C:15]([OH:17])=[O:16])(=[O:12])=[O:11])=[CH:6][CH:5]=1)(=[O:3])[CH3:2].[CH3:18][O:19][C:20]1[CH:27]=[C:26]([O:28][CH3:29])[C:25]([N:30]2[CH2:34][CH2:33][CH2:32][CH2:31]2)=[CH:24][C:21]=1[CH:22]=O.C[O-].[Li+]. The catalyst is CN(C=O)C.CO. The product is [CH3:18][O:19][C:20]1[CH:27]=[C:26]([O:28][CH3:29])[C:25]([N:30]2[CH2:34][CH2:33][CH2:32][CH2:31]2)=[CH:24][C:21]=1/[CH:22]=[CH:2]/[C:1]([C:4]1[CH:9]=[CH:8][C:7]([S:10]([NH:13][CH2:14][C:15]([OH:17])=[O:16])(=[O:12])=[O:11])=[CH:6][CH:5]=1)=[O:3]. The yield is 0.0800.